This data is from Retrosynthesis with 50K atom-mapped reactions and 10 reaction types from USPTO. The task is: Predict the reactants needed to synthesize the given product. (1) Given the product CC1CN(Cc2ccccc2)CCC1N, predict the reactants needed to synthesize it. The reactants are: CC1CN(Cc2ccccc2)CCC1=O.[BH3-]C#N. (2) Given the product CC(Br)C(=O)N(Cc1ccccc1)CC(O)C(F)(F)F, predict the reactants needed to synthesize it. The reactants are: CC(Br)C(=O)Cl.OC(CNCc1ccccc1)C(F)(F)F. (3) Given the product O=C(NC[C@H](O)C(=O)O)c1ncc2cc(Oc3ccccc3)ccc2c1O, predict the reactants needed to synthesize it. The reactants are: COC(=O)c1ncc2cc(Oc3ccccc3)ccc2c1O.NC[C@H](O)C(=O)O. (4) Given the product COCCOCCOCCOCCOCCOCCOCCOCC(C)(C)C(=O)O, predict the reactants needed to synthesize it. The reactants are: COCCOCCOCCOCCOCCOCCOCCOCC(C)(C)C(=O)OC(C)(C)C. (5) The reactants are: CC(C)(C)OC(=O)N1CCN(C(=O)OC(C)(C)C)C(C(=O)O)C1. Given the product CC(C)(C)OC(=O)N1CCN(C(=O)OC(C)(C)C)C(CO)C1, predict the reactants needed to synthesize it.